This data is from Peptide-MHC class II binding affinity with 134,281 pairs from IEDB. The task is: Regression. Given a peptide amino acid sequence and an MHC pseudo amino acid sequence, predict their binding affinity value. This is MHC class II binding data. (1) The peptide sequence is LAVFQPSSGNYVHCF. The MHC is DRB1_1501 with pseudo-sequence DRB1_1501. The binding affinity (normalized) is 0.627. (2) The peptide sequence is AYESYKFIPALEAAV. The MHC is DRB4_0101 with pseudo-sequence DRB4_0103. The binding affinity (normalized) is 0.302.